This data is from Forward reaction prediction with 1.9M reactions from USPTO patents (1976-2016). The task is: Predict the product of the given reaction. (1) Given the reactants C([O-])([O-])=O.[K+].[K+].[OH:7][C:8]1[CH:15]=[CH:14][C:13]([I:16])=[CH:12][C:9]=1[C:10]#[N:11].Cl[C:18]1[CH:23]=[CH:22][C:21]([C:24]([F:27])([F:26])[F:25])=[CH:20][N:19]=1, predict the reaction product. The product is: [I:16][C:13]1[CH:14]=[CH:15][C:8]([O:7][C:18]2[CH:23]=[CH:22][C:21]([C:24]([F:27])([F:26])[F:25])=[CH:20][N:19]=2)=[C:9]([CH:12]=1)[C:10]#[N:11]. (2) Given the reactants [O:1]=[C:2]1[CH2:7][NH:6][CH2:5][CH2:4][N:3]1[C:8]1[CH:13]=[CH:12][C:11]([S:14]([NH:17][C:18]2[S:19][CH:20]=[CH:21][N:22]=2)(=[O:16])=[O:15])=[CH:10][CH:9]=1.[Cl:23][C:24]1[CH:25]=[C:26]2[C:30](=[CH:31][CH:32]=1)[N:29]([CH2:33][CH2:34][C:35](O)=[O:36])[CH:28]=[CH:27]2.CN(C(ON1N=NC2C=CC=NC1=2)=[N+](C)C)C.F[P-](F)(F)(F)(F)F.C(=O)(O)[O-].[Na+], predict the reaction product. The product is: [Cl:23][C:24]1[CH:25]=[C:26]2[C:30](=[CH:31][CH:32]=1)[N:29]([CH2:33][CH2:34][C:35]([N:6]1[CH2:5][CH2:4][N:3]([C:8]3[CH:9]=[CH:10][C:11]([S:14]([NH:17][C:18]4[S:19][CH:20]=[CH:21][N:22]=4)(=[O:16])=[O:15])=[CH:12][CH:13]=3)[C:2](=[O:1])[CH2:7]1)=[O:36])[CH:28]=[CH:27]2. (3) Given the reactants Cl.[CH2:2]([NH:8][CH2:9][CH2:10][C:11]([O:13]C)=[O:12])[CH2:3][CH2:4][CH2:5][CH2:6][CH3:7], predict the reaction product. The product is: [CH2:2]([NH:8][CH2:9][CH2:10][C:11]([OH:13])=[O:12])[CH2:3][CH2:4][CH2:5][CH2:6][CH3:7].